From a dataset of Peptide-MHC class I binding affinity with 185,985 pairs from IEDB/IMGT. Regression. Given a peptide amino acid sequence and an MHC pseudo amino acid sequence, predict their binding affinity value. This is MHC class I binding data. The peptide sequence is RSTIFDIVSK. The MHC is HLA-A03:01 with pseudo-sequence HLA-A03:01. The binding affinity (normalized) is 0.594.